This data is from NCI-60 drug combinations with 297,098 pairs across 59 cell lines. The task is: Regression. Given two drug SMILES strings and cell line genomic features, predict the synergy score measuring deviation from expected non-interaction effect. (1) Drug 1: C1=CC(=CC=C1C#N)C(C2=CC=C(C=C2)C#N)N3C=NC=N3. Drug 2: CCCCCOC(=O)NC1=NC(=O)N(C=C1F)C2C(C(C(O2)C)O)O. Cell line: HCT116. Synergy scores: CSS=0.617, Synergy_ZIP=2.70, Synergy_Bliss=4.14, Synergy_Loewe=-1.82, Synergy_HSA=-2.10. (2) Drug 1: C1=CN(C=N1)CC(O)(P(=O)(O)O)P(=O)(O)O. Drug 2: C(CCl)NC(=O)N(CCCl)N=O. Cell line: CCRF-CEM. Synergy scores: CSS=-7.38, Synergy_ZIP=7.96, Synergy_Bliss=6.74, Synergy_Loewe=-8.33, Synergy_HSA=-7.60. (3) Drug 1: CN1CCC(CC1)COC2=C(C=C3C(=C2)N=CN=C3NC4=C(C=C(C=C4)Br)F)OC. Drug 2: C(CC(=O)O)C(=O)CN.Cl. Cell line: MCF7. Synergy scores: CSS=4.54, Synergy_ZIP=-2.64, Synergy_Bliss=2.72, Synergy_Loewe=-2.06, Synergy_HSA=2.12. (4) Drug 1: CC1CCC2CC(C(=CC=CC=CC(CC(C(=O)C(C(C(=CC(C(=O)CC(OC(=O)C3CCCCN3C(=O)C(=O)C1(O2)O)C(C)CC4CCC(C(C4)OC)OCCO)C)C)O)OC)C)C)C)OC. Drug 2: CC1CCCC2(C(O2)CC(NC(=O)CC(C(C(=O)C(C1O)C)(C)C)O)C(=CC3=CSC(=N3)C)C)C. Cell line: K-562. Synergy scores: CSS=40.0, Synergy_ZIP=-2.49, Synergy_Bliss=-2.80, Synergy_Loewe=-3.38, Synergy_HSA=-1.83. (5) Drug 1: CCC1(CC2CC(C3=C(CCN(C2)C1)C4=CC=CC=C4N3)(C5=C(C=C6C(=C5)C78CCN9C7C(C=CC9)(C(C(C8N6C)(C(=O)OC)O)OC(=O)C)CC)OC)C(=O)OC)O.OS(=O)(=O)O. Drug 2: C1=CN(C=N1)CC(O)(P(=O)(O)O)P(=O)(O)O. Cell line: EKVX. Synergy scores: CSS=0.737, Synergy_ZIP=-0.232, Synergy_Bliss=-0.0382, Synergy_Loewe=0.332, Synergy_HSA=-0.567. (6) Drug 1: C1=NNC2=C1C(=O)NC=N2. Drug 2: CCC1(C2=C(COC1=O)C(=O)N3CC4=CC5=C(C=CC(=C5CN(C)C)O)N=C4C3=C2)O.Cl. Cell line: CAKI-1. Synergy scores: CSS=18.9, Synergy_ZIP=-4.18, Synergy_Bliss=0.964, Synergy_Loewe=-36.5, Synergy_HSA=-1.27. (7) Drug 1: CC12CCC3C(C1CCC2=O)CC(=C)C4=CC(=O)C=CC34C. Drug 2: C1CCC(CC1)NC(=O)N(CCCl)N=O. Cell line: TK-10. Synergy scores: CSS=44.1, Synergy_ZIP=2.39, Synergy_Bliss=3.28, Synergy_Loewe=-8.61, Synergy_HSA=3.68.